Dataset: Reaction yield outcomes from USPTO patents with 853,638 reactions. Task: Predict the reaction yield, written as a fraction of the theoretical maximum amount of product (1.0 means a 100% yield; for example, 0.34 means a 34% yield). The reactants are [CH3:1][O:2][C:3]1[CH:11]=[C:10]2[C:6]([C:7]([CH2:25][N:26]([CH3:28])[CH3:27])=[CH:8][N:9]2[Si:12]([C:21]([CH3:24])([CH3:23])[CH3:22])([C:17]([CH3:20])([CH3:19])[CH3:18])[C:13]([CH3:16])([CH3:15])[CH3:14])=[CH:5][CH:4]=1.C([Li])(C)(C)C.[Cl:34]C(Cl)(Cl)C(Cl)(Cl)Cl. The catalyst is CCOCC. The product is [Cl:34][C:5]1[CH:4]=[C:3]([O:2][CH3:1])[CH:11]=[C:10]2[C:6]=1[C:7]([CH2:25][N:26]([CH3:28])[CH3:27])=[CH:8][N:9]2[Si:12]([C:21]([CH3:24])([CH3:23])[CH3:22])([C:13]([CH3:14])([CH3:15])[CH3:16])[C:17]([CH3:19])([CH3:18])[CH3:20]. The yield is 0.986.